From a dataset of Catalyst prediction with 721,799 reactions and 888 catalyst types from USPTO. Predict which catalyst facilitates the given reaction. (1) Reactant: [C:1]([CH:3]1[CH2:8][CH2:7][N:6]([C:9]([C@H:11]([NH:16][C:17]([C:19]2[C:27]3[C:22](=[N:23][CH:24]=[C:25]([C:28]4[N:29]=[CH:30][N:31]([CH2:33][CH:34]5[CH2:36][CH2:35]5)[CH:32]=4)[N:26]=3)[N:21](COCC[Si](C)(C)C)[CH:20]=2)=[O:18])[C:12]([CH3:15])([CH3:14])[CH3:13])=[O:10])[CH2:5][CH2:4]1)#[N:2].FC(F)(F)C(O)=O. The catalyst class is: 2. Product: [C:1]([CH:3]1[CH2:4][CH2:5][N:6]([C:9]([C@H:11]([NH:16][C:17]([C:19]2[C:27]3[C:22](=[N:23][CH:24]=[C:25]([C:28]4[N:29]=[CH:30][N:31]([CH2:33][CH:34]5[CH2:35][CH2:36]5)[CH:32]=4)[N:26]=3)[NH:21][CH:20]=2)=[O:18])[C:12]([CH3:15])([CH3:14])[CH3:13])=[O:10])[CH2:7][CH2:8]1)#[N:2]. (2) The catalyst class is: 5. Product: [CH3:1][C:2]1([CH3:31])[NH:3][CH2:4][CH2:5][N:6]([CH2:8][C:9]2[N:13]([C:14]3[CH:19]=[CH:18][CH:17]=[C:16]([C:20]([F:23])([F:21])[F:22])[CH:15]=3)[N:12]=[N:11][N:10]=2)[CH2:7]1. Reactant: [CH3:1][C:2]1([CH3:31])[CH2:7][N:6]([CH2:8][C:9]2[N:13]([C:14]3[CH:19]=[CH:18][CH:17]=[C:16]([C:20]([F:23])([F:22])[F:21])[CH:15]=3)[N:12]=[N:11][N:10]=2)[CH2:5][CH2:4][N:3]1C(OC(C)(C)C)=O.Cl.O1CCOCC1. (3) Product: [C:2]([C:3]1[S:21][C:22](=[NH:23])[N:8]([CH2:9][CH:10]2[CH2:13][N:12]([C:14]([O:16][C:17]([CH3:20])([CH3:19])[CH3:18])=[O:15])[CH2:11]2)[CH:4]=1)([CH3:7])([CH3:6])[CH3:1]. Reactant: [CH3:1][C:2]([CH3:7])([CH3:6])[CH2:3][CH:4]=O.[NH2:8][CH2:9][CH:10]1[CH2:13][N:12]([C:14]([O:16][C:17]([CH3:20])([CH3:19])[CH3:18])=[O:15])[CH2:11]1.[S-:21][C:22]#[N:23].[K+].II.S(S([O-])=O)([O-])(=O)=O.[Na+].[Na+]. The catalyst class is: 10. (4) Reactant: [C:1]([O:7][CH2:8][CH2:9][C@@H:10]1[O:38][C@@H:14]2[C@@H:15]([OH:37])[C@@H:16]3[O:21][C@H:20]([CH2:22][CH:23]([OH:26])[CH2:24][OH:25])[C@H:19]([O:27][Si:28]([CH:34]([CH3:36])[CH3:35])([CH:31]([CH3:33])[CH3:32])[O:29][CH3:30])[C@@H:17]3[O:18][C@H:13]2[CH2:12][CH2:11]1)(=[O:6])[C:2]([CH3:5])([CH3:4])[CH3:3].CO[C:41](OC)([CH3:43])[CH3:42].C1(C)C=CC(S([O-])(=O)=O)=CC=1.[NH+]1C=CC=CC=1.C([O-])(O)=O.[Na+].[Na+].[Cl-]. Product: [C:1]([O:7][CH2:8][CH2:9][C@@H:10]1[O:38][C@@H:14]2[C@@H:15]([OH:37])[C@@H:16]3[O:21][C@H:20]([CH2:22][CH:23]4[CH2:24][O:25][C:41]([CH3:43])([CH3:42])[O:26]4)[C@H:19]([O:27][Si:28]([CH:34]([CH3:36])[CH3:35])([CH:31]([CH3:32])[CH3:33])[O:29][CH3:30])[C@@H:17]3[O:18][C@H:13]2[CH2:12][CH2:11]1)(=[O:6])[C:2]([CH3:5])([CH3:4])[CH3:3]. The catalyst class is: 21. (5) Reactant: [Cl:1][C:2]1[C:7]([C:8](OCC)=[O:9])=[C:6]([CH3:13])[N:5]=[C:4]([Cl:14])[CH:3]=1.[H-].C([Al+]CC(C)C)C(C)C.C(C(C(C([O-])=O)O)O)([O-])=O.[K+].[Na+]. Product: [Cl:1][C:2]1[CH:3]=[C:4]([Cl:14])[N:5]=[C:6]([CH3:13])[C:7]=1[CH2:8][OH:9]. The catalyst class is: 1. (6) The catalyst class is: 5. Product: [F:32][C:2]([F:1])([F:31])[C:3]1[N:7]2[N:8]=[C:9]([N:12]3[CH2:17][CH2:16][CH:15]([C:18]4[C:26]5[C:21](=[CH:22][CH:23]=[C:24]([C:27]([OH:29])=[O:28])[CH:25]=5)[NH:20][CH:19]=4)[CH2:14][CH2:13]3)[CH:10]=[CH:11][C:6]2=[N:5][N:4]=1. Reactant: [F:1][C:2]([F:32])([F:31])[C:3]1[N:7]2[N:8]=[C:9]([N:12]3[CH2:17][CH2:16][CH:15]([C:18]4[C:26]5[C:21](=[CH:22][CH:23]=[C:24]([C:27]([O:29]C)=[O:28])[CH:25]=5)[NH:20][CH:19]=4)[CH2:14][CH2:13]3)[CH:10]=[CH:11][C:6]2=[N:5][N:4]=1.[OH-].[Na+]. (7) The catalyst class is: 33. Product: [NH2:8][CH2:9][C:10](=[CH2:34])[C:11]([NH:13][C:14]1[CH:15]=[C:16]([C:20]2[C:21]3[C:28]([C:29]([O:31][CH2:32][CH3:33])=[O:30])=[CH:27][NH:26][C:22]=3[N:23]=[CH:24][N:25]=2)[CH:17]=[CH:18][CH:19]=1)=[O:12]. Reactant: C(OC([NH:8][CH2:9][C:10](=[CH2:34])[C:11]([NH:13][C:14]1[CH:15]=[C:16]([C:20]2[C:21]3[C:28]([C:29]([O:31][CH2:32][CH3:33])=[O:30])=[CH:27][NH:26][C:22]=3[N:23]=[CH:24][N:25]=2)[CH:17]=[CH:18][CH:19]=1)=[O:12])=O)(C)(C)C.O1CCOCC1. (8) Reactant: [Br:1][C:2]1[CH:32]=[CH:31][C:5]([O:6][C:7]2[C:16]3[C:11](=[CH:12][C:13]([O:19][CH2:20][CH2:21][CH2:22][NH:23]C(OC(C)(C)C)=O)=[C:14]([O:17][CH3:18])[CH:15]=3)[N:10]=[CH:9][N:8]=2)=[C:4]([F:33])[CH:3]=1. Product: [NH2:23][CH2:22][CH2:21][CH2:20][O:19][C:13]1[CH:12]=[C:11]2[C:16]([C:7]([O:6][C:5]3[CH:31]=[CH:32][C:2]([Br:1])=[CH:3][C:4]=3[F:33])=[N:8][CH:9]=[N:10]2)=[CH:15][C:14]=1[O:17][CH3:18]. The catalyst class is: 55. (9) Reactant: ClC(Cl)(O[C:5](=[O:11])[O:6][C:7](Cl)(Cl)Cl)Cl.[O:13]([CH2:20]CO)[C:14]1[CH:19]=[CH:18][CH:17]=[CH:16][CH:15]=1.[NH2:23][C:24]1[CH:42]=[CH:41][C:27]([C:28]([N:30]2[C:36]3[CH:37]=[CH:38][CH:39]=[CH:40][C:35]=3[CH2:34][CH2:33][CH2:32][CH2:31]2)=[O:29])=[C:26]([Cl:43])[CH:25]=1.N1CCCCC1. Product: [O:13]([CH2:20][CH2:7][O:6][C:5]([NH:23][C:24]1[CH:42]=[CH:41][C:27]([C:28]([N:30]2[C:36]3[CH:37]=[CH:38][CH:39]=[CH:40][C:35]=3[CH2:34][CH2:33][CH2:32][CH2:31]2)=[O:29])=[C:26]([Cl:43])[CH:25]=1)=[O:11])[C:14]1[CH:15]=[CH:16][CH:17]=[CH:18][CH:19]=1. The catalyst class is: 22.